This data is from Catalyst prediction with 721,799 reactions and 888 catalyst types from USPTO. The task is: Predict which catalyst facilitates the given reaction. (1) Reactant: C[O:2][C:3](=[O:21])[C:4]1[C:9]([O:10][C:11]2[CH:16]=[C:15]([Cl:17])[C:14]([Br:18])=[CH:13][C:12]=2[Cl:19])=[CH:8][C:7]([CH3:20])=[N:6][CH:5]=1.O.O.[OH-].[Li+].Cl. Product: [Br:18][C:14]1[C:15]([Cl:17])=[CH:16][C:11]([O:10][C:9]2[C:4]([C:3]([OH:21])=[O:2])=[CH:5][N:6]=[C:7]([CH3:20])[CH:8]=2)=[C:12]([Cl:19])[CH:13]=1. The catalyst class is: 346. (2) Reactant: [Cl:1][C:2]1[N:7]=[C:6](SC)[C:5]2[N:10]([CH2:13][CH3:14])[CH:11]=[N:12][C:4]=2[CH:3]=1.[Cl:15][C:16]1[N:21]=[C:20](SC)[C:19]2[N:24]=[CH:25][N:26]([CH2:27][CH3:28])[C:18]=2[CH:17]=1.[CH:29]1C=C(Cl)C=C(C(OO)=O)C=1.[O-:40][S:41]([O-:44])(=S)=O.[Na+].[Na+]. Product: [Cl:1][C:2]1[N:7]=[C:6]([S:41]([CH3:16])(=[O:44])=[O:40])[C:5]2[N:10]([CH2:13][CH3:14])[CH:11]=[N:12][C:4]=2[CH:3]=1.[Cl:15][C:16]1[N:21]=[C:20]([S:41]([CH3:29])(=[O:44])=[O:40])[C:19]2[N:24]=[CH:25][N:26]([CH2:27][CH3:28])[C:18]=2[CH:17]=1. The catalyst class is: 96. (3) Reactant: [CH3:1][C:2]1[C:7](=[O:8])[N:6]([C:9]2[CH:14]=[CH:13][CH:12]=[C:11]([NH:15][C:16](=[O:25])[C:17]3[CH:22]=[C:21]([Cl:23])[CH:20]=[C:19]([Cl:24])[CH:18]=3)[CH:10]=2)[C:5]2[N:26]=[CH:27][CH:28]=[CH:29][C:4]=2[N:3]=1.[Br:30]N1C(=O)CCC1=O.C(OOC(=O)C1C=CC=CC=1)(=O)C1C=CC=CC=1. Product: [Br:30][CH2:1][C:2]1[C:7](=[O:8])[N:6]([C:9]2[CH:14]=[CH:13][CH:12]=[C:11]([NH:15][C:16](=[O:25])[C:17]3[CH:22]=[C:21]([Cl:23])[CH:20]=[C:19]([Cl:24])[CH:18]=3)[CH:10]=2)[C:5]2[N:26]=[CH:27][CH:28]=[CH:29][C:4]=2[N:3]=1. The catalyst class is: 22. (4) Reactant: [I:1][C:2]1[CH:3]=[C:4]([CH:8]=[CH:9][CH:10]=1)[C:5]([OH:7])=[O:6].C(=O)([O-])[O-].[K+].[K+].[CH2:17](Br)[C:18]1[CH:23]=[CH:22][CH:21]=[CH:20][CH:19]=1.C(=O)([O-])O.[Na+]. Product: [I:1][C:2]1[CH:3]=[C:4]([CH:8]=[CH:9][CH:10]=1)[C:5]([O:7][CH2:17][C:18]1[CH:23]=[CH:22][CH:21]=[CH:20][CH:19]=1)=[O:6]. The catalyst class is: 115. (5) Reactant: [OH:1][CH2:2][CH2:3][NH:4][C:5]1[C:10]([C:11]#[N:12])=[CH:9][N:8]=[CH:7][CH:6]=1.N1C=CN=C1.[CH:18]([Si:21](Cl)([CH:25]([CH3:27])[CH3:26])[CH:22]([CH3:24])[CH3:23])([CH3:20])[CH3:19]. Product: [CH:18]([Si:21]([CH:25]([CH3:27])[CH3:26])([CH:22]([CH3:24])[CH3:23])[O:1][CH2:2][CH2:3][NH:4][C:5]1[C:10]([C:11]#[N:12])=[CH:9][N:8]=[CH:7][CH:6]=1)([CH3:20])[CH3:19]. The catalyst class is: 3. (6) Reactant: [CH:1]([C:4]1[N:9]=[C:8]([CH2:10][N:11]2[C:19]3[C:14](=[C:15]([NH:20][C:21]([C:23]4[N:27]5[CH:28]=[CH:29][C:30]([O:32][CH2:33][CH2:34][N:35]6[CH2:48][C:37]7([CH2:40][N:39](C(OC(C)(C)C)=O)[CH2:38]7)[CH2:36]6)=[CH:31][C:26]5=[N:25][CH:24]=4)=[O:22])[CH:16]=[CH:17][CH:18]=3)[C:13]([CH3:49])=[N:12]2)[CH:7]=[CH:6][CH:5]=1)([CH3:3])[CH3:2].[ClH:50].O1CCOCC1. Product: [ClH:50].[ClH:50].[ClH:50].[CH2:48]1[C:37]2([CH2:38][NH:39][CH2:40]2)[CH2:36][N:35]1[CH2:34][CH2:33][O:32][C:30]1[CH:29]=[CH:28][N:27]2[C:23]([C:21]([NH:20][C:15]3[CH:16]=[CH:17][CH:18]=[C:19]4[C:14]=3[C:13]([CH3:49])=[N:12][N:11]4[CH2:10][C:8]3[CH:7]=[CH:6][CH:5]=[C:4]([CH:1]([CH3:2])[CH3:3])[N:9]=3)=[O:22])=[CH:24][N:25]=[C:26]2[CH:31]=1. The catalyst class is: 61. (7) Reactant: [Si:1]([O:18][CH2:19][C:20]([C:23]1[S:24][C:25]([C:28]2[CH:29]=[C:30]([CH:32]=[CH:33][CH:34]=2)[NH2:31])=[CH:26][N:27]=1)([CH3:22])[CH3:21])([C:14]([CH3:17])([CH3:16])[CH3:15])([C:8]1[CH:13]=[CH:12][CH:11]=[CH:10][CH:9]=1)[C:2]1[CH:7]=[CH:6][CH:5]=[CH:4][CH:3]=1.C(=O)([O-])[O-].[Cs+].[Cs+].CC1(C)C2C(=C(P(C3C=CC=CC=3)C3C=CC=CC=3)C=CC=2)OC2C(P(C3C=CC=CC=3)C3C=CC=CC=3)=CC=CC1=2.Cl[C:84]1[N:89]=[C:88]([C:90]([F:93])([F:92])[F:91])[CH:87]=[CH:86][N:85]=1. Product: [Si:1]([O:18][CH2:19][C:20]([C:23]1[S:24][C:25]([C:28]2[CH:29]=[C:30]([NH:31][C:84]3[N:89]=[C:88]([C:90]([F:93])([F:92])[F:91])[CH:87]=[CH:86][N:85]=3)[CH:32]=[CH:33][CH:34]=2)=[CH:26][N:27]=1)([CH3:22])[CH3:21])([C:14]([CH3:15])([CH3:16])[CH3:17])([C:2]1[CH:7]=[CH:6][CH:5]=[CH:4][CH:3]=1)[C:8]1[CH:13]=[CH:12][CH:11]=[CH:10][CH:9]=1. The catalyst class is: 160. (8) Reactant: Cl.[C:2]([C:6]1[CH:7]=[C:8]([C:12]2([NH2:22])[CH2:21][CH2:20][C:15]3(OCC[O:16]3)[CH2:14][CH2:13]2)[CH:9]=[CH:10][CH:11]=1)([CH3:5])([CH3:4])[CH3:3].[OH-].[Na+]. Product: [NH2:22][C:12]1([C:8]2[CH:9]=[CH:10][CH:11]=[C:6]([C:2]([CH3:5])([CH3:4])[CH3:3])[CH:7]=2)[CH2:13][CH2:14][C:15](=[O:16])[CH2:20][CH2:21]1. The catalyst class is: 86.